From a dataset of Full USPTO retrosynthesis dataset with 1.9M reactions from patents (1976-2016). Predict the reactants needed to synthesize the given product. (1) Given the product [CH3:22][N:3]([CH2:4][CH:6]1[CH2:8][CH:7]1[CH2:9][C:10]1[CH:11]=[C:12]2[C:16](=[CH:17][CH:18]=1)[NH:15][CH:14]=[C:13]2[C:19]#[N:20])[CH3:21], predict the reactants needed to synthesize it. The reactants are: CO[N:3]([CH3:21])[C:4]([CH:6]1[CH2:8][CH:7]1[CH2:9][C:10]1[CH:11]=[C:12]2[C:16](=[CH:17][CH:18]=1)[NH:15][CH:14]=[C:13]2[C:19]#[N:20])=O.[CH3:22]NC.C(O[BH-](OC(=O)C)OC(=O)C)(=O)C.[Na+]. (2) Given the product [F:15][C:5]1[CH:4]=[CH:3][C:2]([B:16]([OH:21])[OH:17])=[CH:7][C:6]=1[C:8]1[CH:13]=[CH:12][C:11]([F:14])=[CH:10][N:9]=1, predict the reactants needed to synthesize it. The reactants are: Br[C:2]1[CH:3]=[CH:4][C:5]([F:15])=[C:6]([C:8]2[CH:13]=[CH:12][C:11]([F:14])=[CH:10][N:9]=2)[CH:7]=1.[B:16]1(B2OCC(C)(C)CO2)[O:21]CC(C)(C)C[O:17]1.C([O-])(=O)C.[K+]. (3) The reactants are: Br[CH2:2][C:3]1[NH:8][C:7]([C:9]2[S:10][CH:11]=[CH:12][N:13]=2)=[N:6][CH:5]([C:14]2[CH:19]=[CH:18][C:17]([Cl:20])=[CH:16][C:15]=2[Cl:21])[C:4]=1[C:22]([O:24][CH2:25][CH3:26])=[O:23].Cl.[NH:28]1[CH2:33][CH2:32][O:31][CH2:30][CH:29]1[CH2:34][CH2:35][C:36]([OH:38])=[O:37]. Given the product [Cl:21][C:15]1[CH:16]=[C:17]([Cl:20])[CH:18]=[CH:19][C:14]=1[CH:5]1[N:6]=[C:7]([C:9]2[S:10][CH:11]=[CH:12][N:13]=2)[NH:8][C:3]([CH2:2][N:28]2[CH2:33][CH2:32][O:31][CH2:30][CH:29]2[CH2:34][CH2:35][C:36]([OH:38])=[O:37])=[C:4]1[C:22]([O:24][CH2:25][CH3:26])=[O:23], predict the reactants needed to synthesize it. (4) Given the product [CH:1]1([N:6]2[CH2:7][CH2:8][N:9]([C:12]([C:14]3[CH:15]=[C:16]4[C:20](=[CH:21][CH:22]=3)[NH:19][C:18]([C:23]([N:32]3[CH2:36][CH2:37][CH:38]([O:61][CH3:60])[CH2:39][CH2:40]3)=[O:24])=[CH:17]4)=[O:13])[CH2:10][CH2:11]2)[CH2:5][CH2:4][CH2:3][CH2:2]1, predict the reactants needed to synthesize it. The reactants are: [CH:1]1([N:6]2[CH2:11][CH2:10][N:9]([C:12]([C:14]3[CH:15]=[C:16]4[C:20](=[CH:21][CH:22]=3)[NH:19][C:18]([C:23](O)=[O:24])=[CH:17]4)=[O:13])[CH2:8][CH2:7]2)[CH2:5][CH2:4][CH2:3][CH2:2]1.Cl.F[B-](F)(F)F.[N:32]1(OC(N(C)C)=[N+](C)C)[C:36]2[CH:37]=[CH:38][CH:39]=[CH:40]C=2N=N1.C(N(CC)C(C)C)(C)C.CN(C)[CH:60]=[O:61]. (5) The reactants are: [F:1][C:2]1[CH:7]=[CH:6][C:5]([NH:8]C(=O)OC(C)(C)C)=[C:4]([C:16](=[O:26])[C:17]2[CH:22]=[CH:21][CH:20]=[C:19]([O:23][CH3:24])[C:18]=2[CH3:25])[CH:3]=1.Cl.[OH-].[Na+]. Given the product [NH2:8][C:5]1[CH:6]=[CH:7][C:2]([F:1])=[CH:3][C:4]=1[C:16]([C:17]1[CH:22]=[CH:21][CH:20]=[C:19]([O:23][CH3:24])[C:18]=1[CH3:25])=[O:26], predict the reactants needed to synthesize it. (6) Given the product [CH:28]1([NH:34][C:35](=[O:36])[NH:1][C@@H:2]2[C@H:6]3[O:7][CH2:8][C@@H:9]([O:10][S:11]([C:14]4[CH:19]=[CH:18][C:17]([CH3:20])=[CH:16][CH:15]=4)(=[O:13])=[O:12])[C@H:5]3[O:4][CH2:3]2)[CH2:33][CH2:32][CH2:31][CH2:30][CH2:29]1, predict the reactants needed to synthesize it. The reactants are: [NH2:1][C@@H:2]1[C@H:6]2[O:7][CH2:8][C@@H:9]([O:10][S:11]([C:14]3[CH:19]=[CH:18][C:17]([CH3:20])=[CH:16][CH:15]=3)(=[O:13])=[O:12])[C@H:5]2[O:4][CH2:3]1.C(N(CC)CC)C.[CH:28]1([N:34]=[C:35]=[O:36])[CH2:33][CH2:32][CH2:31][CH2:30][CH2:29]1. (7) Given the product [CH3:1][O:2][C:3]1[CH:12]=[CH:11][CH:10]=[C:9]2[C:4]=1[CH2:5][CH2:6][CH:7]([NH:21][CH2:18][CH2:19][CH3:20])[CH2:8]2, predict the reactants needed to synthesize it. The reactants are: [CH3:1][O:2][C:3]1[CH:12]=[CH:11][CH:10]=[C:9]2[C:4]=1[CH2:5][CH2:6][C:7](=O)[CH2:8]2.C(O)(=O)C.[CH2:18]([NH2:21])[CH2:19][CH3:20].[BH3-]C#N.[Na+]. (8) Given the product [Br:42][C:31]1[CH:32]=[C:33]([CH:39]([CH3:41])[CH3:40])[CH:34]=[C:35]2[C:30]=1[N:29]=[C:28]([C:26]([OH:27])=[O:25])[CH:37]=[C:36]2[OH:38], predict the reactants needed to synthesize it. The reactants are: COC(C1C=C(O)C2C(=C(OCC3C=CC=CC=3)C=CC=2)N=1)=O.C[O:25][C:26]([C:28]1[CH:37]=[C:36]([OH:38])[C:35]2[C:30](=[C:31]([Br:42])[CH:32]=[C:33]([CH:39]([CH3:41])[CH3:40])[CH:34]=2)[N:29]=1)=[O:27].